This data is from Reaction yield outcomes from USPTO patents with 853,638 reactions. The task is: Predict the reaction yield, written as a fraction of the theoretical maximum amount of product (1.0 means a 100% yield; for example, 0.34 means a 34% yield). (1) The reactants are [Cl:1][C:2]1[CH:3]=[C:4]([N:9]([CH2:20][CH2:21][C:22]2[CH:27]=[CH:26][CH:25]=[C:24]([O:28][CH2:29][C:30]3[CH:35]=[CH:34][CH:33]=[CH:32][CH:31]=3)[CH:23]=2)[C:10](=O)[CH2:11][C:12]2[CH:17]=[CH:16][C:15]([OH:18])=[CH:14][CH:13]=2)[CH:5]=[CH:6][C:7]=1[Cl:8].P(Cl)(Cl)(Cl)=O.[BH4-].[Na+]. The catalyst is C(#N)C. The product is [Cl:1][C:2]1[CH:3]=[C:4]([N:9]2[CH2:20][CH2:21][C:22]3[C:27](=[CH:26][CH:25]=[C:24]([O:28][CH2:29][C:30]4[CH:35]=[CH:34][CH:33]=[CH:32][CH:31]=4)[CH:23]=3)[CH:10]2[CH2:11][C:12]2[CH:13]=[CH:14][C:15]([OH:18])=[CH:16][CH:17]=2)[CH:5]=[CH:6][C:7]=1[Cl:8]. The yield is 0.0680. (2) The catalyst is C1COCC1. The product is [C:21]1([C:13]([C:14]2[CH:15]=[CH:16][CH:17]=[CH:18][CH:19]=2)([C:2]2[CH:7]=[CH:6][CH:5]=[CH:4][N:3]=2)[OH:20])[CH:22]=[CH:23][CH:24]=[CH:25][CH:26]=1. The reactants are Br[C:2]1[CH:7]=[CH:6][CH:5]=[CH:4][N:3]=1.[Li]CCCC.[C:13]([C:21]1[CH:26]=[CH:25][CH:24]=[CH:23][CH:22]=1)(=[O:20])[C:14]1[CH:19]=[CH:18][CH:17]=[CH:16][CH:15]=1. The yield is 0.950. (3) The reactants are [OH:1][CH2:2][C:3]1[CH:19]=[CH:18][C:6]2[S:7][CH:8]=[C:9]([C:10]3[CH:15]=[CH:14][C:13]([OH:16])=[CH:12][C:11]=3[CH3:17])[C:5]=2[CH:4]=1.CC1C=CC(S(O[CH2:31][CH2:32][CH2:33][S:34]([CH3:37])(=[O:36])=[O:35])(=O)=O)=CC=1.C([O-])([O-])=O.[K+].[K+]. The catalyst is CN(C=O)C. The product is [OH:1][CH2:2][C:3]1[CH:19]=[CH:18][C:6]2[S:7][CH:8]=[C:9]([C:10]3[CH:15]=[CH:14][C:13]([O:16][CH2:31][CH2:32][CH2:33][S:34]([CH3:37])(=[O:36])=[O:35])=[CH:12][C:11]=3[CH3:17])[C:5]=2[CH:4]=1. The yield is 0.560. (4) The reactants are [O:1]1[CH2:3][C@@H:2]1[CH2:4][N:5]1[C:13](=[O:14])[C:12]2[C:7](=[CH:8][CH:9]=[CH:10][CH:11]=2)[C:6]1=[O:15].[N:16]([C:19]1[CH:24]=[CH:23][C:22]([N:25]2[CH2:30][CH2:29][O:28][CH2:27][C:26]2=[O:31])=[CH:21][CH:20]=1)=[C:17]=[O:18].[Br-].[Li+]. The catalyst is O1CCCC1. The product is [O:18]=[C:17]1[N:16]([C:19]2[CH:24]=[CH:23][C:22]([N:25]3[CH2:30][CH2:29][O:28][CH2:27][C:26]3=[O:31])=[CH:21][CH:20]=2)[CH2:3][C@H:2]([CH2:4][N:5]2[C:13](=[O:14])[C:12]3[C:7](=[CH:8][CH:9]=[CH:10][CH:11]=3)[C:6]2=[O:15])[O:1]1. The yield is 0.884.